This data is from Reaction yield outcomes from USPTO patents with 853,638 reactions. The task is: Predict the reaction yield, written as a fraction of the theoretical maximum amount of product (1.0 means a 100% yield; for example, 0.34 means a 34% yield). (1) The reactants are [C:1]([C:5]1[NH:6][C:7]2[C:12]([CH:13]=1)=[CH:11][C:10]([N+:14]([O-])=O)=[C:9]([F:17])[CH:8]=2)([CH3:4])([CH3:3])[CH3:2]. The catalyst is CO.[Ni]. The product is [C:1]([C:5]1[NH:6][C:7]2[C:12]([CH:13]=1)=[CH:11][C:10]([NH2:14])=[C:9]([F:17])[CH:8]=2)([CH3:4])([CH3:2])[CH3:3]. The yield is 0.380. (2) The reactants are [Cl:1][C:2]1[CH:7]=[C:6](/[CH:8]=[CH:9]/[CH:10]([C:15]2[CH:20]=[C:19]([Cl:21])[C:18]([Cl:22])=[C:17]([Cl:23])[CH:16]=2)[C:11]([F:14])([F:13])[F:12])[CH:5]=[CH:4][C:3]=1[CH2:24][NH2:25].CCN(CC)CC.[CH2:33]([N:35]=[C:36]=[S:37])[CH3:34]. The catalyst is C(Cl)Cl. The product is [Cl:1][C:2]1[CH:7]=[C:6](/[CH:8]=[CH:9]/[CH:10]([C:15]2[CH:20]=[C:19]([Cl:21])[C:18]([Cl:22])=[C:17]([Cl:23])[CH:16]=2)[C:11]([F:14])([F:13])[F:12])[CH:5]=[CH:4][C:3]=1[CH2:24][NH:25][C:36]([NH:35][CH2:33][CH3:34])=[S:37]. The yield is 0.600. (3) The reactants are [F:1][C:2]1[CH:7]=[CH:6][C:5]([N:8]2[C:12]([C:13]3[CH:18]=[CH:17][C:16]([S:19]([CH3:22])(=[O:21])=[O:20])=[CH:15][CH:14]=3)=[CH:11][C:10]([CH2:23][CH2:24][NH2:25])=[C:9]2[CH3:26])=[CH:4][CH:3]=1.[C:27](Cl)(=[O:34])[C:28]1[CH:33]=[CH:32][CH:31]=[CH:30][CH:29]=1. The catalyst is CN(C=O)C. The product is [F:1][C:2]1[CH:3]=[CH:4][C:5]([N:8]2[C:12]([C:13]3[CH:18]=[CH:17][C:16]([S:19]([CH3:22])(=[O:20])=[O:21])=[CH:15][CH:14]=3)=[CH:11][C:10]([CH2:23][CH2:24][NH:25][C:27](=[O:34])[C:28]3[CH:33]=[CH:32][CH:31]=[CH:30][CH:29]=3)=[C:9]2[CH3:26])=[CH:6][CH:7]=1. The yield is 0.700. (4) The reactants are [CH3:1][O:2][C:3](=[O:26])[C:4]1[CH:9]=[CH:8][C:7]([CH2:10][N:11]([S:19]([CH2:22][N:23]=[N+:24]=[N-:25])(=[O:21])=[O:20])[C:12]([O:14][C:15]([CH3:18])([CH3:17])[CH3:16])=[O:13])=[CH:6][CH:5]=1.[C:27]([C:29]1[CH:34]=[CH:33][C:32]([CH3:35])=[CH:31][CH:30]=1)#[CH:28].O=C1O[C@H]([C@H](CO)O)C([O-])=C1O.[Na+].C(N(C(C)C)C(C)C)C. The catalyst is CN(C=O)C.[Cu](I)I. The product is [CH3:1][O:2][C:3](=[O:26])[C:4]1[CH:5]=[CH:6][C:7]([CH2:10][N:11]([C:12]([O:14][C:15]([CH3:18])([CH3:16])[CH3:17])=[O:13])[S:19]([CH2:22][N:23]2[CH:28]=[C:27]([C:29]3[CH:34]=[CH:33][C:32]([CH3:35])=[CH:31][CH:30]=3)[N:25]=[N:24]2)(=[O:21])=[O:20])=[CH:8][CH:9]=1. The yield is 0.230. (5) The reactants are [CH:1]1([CH2:4][C:5](=O)/[C:6](/[C:11]2[CH:16]=[CH:15][N:14]=[C:13]([NH:17][C:18]3[CH:23]=[CH:22][N:21]=[CH:20][CH:19]=3)[N:12]=2)=[CH:7]\N(C)C)[CH2:3][CH2:2]1.Cl.[NH2:26][C:27]([NH2:29])=[NH:28].C(=O)([O-])[O-].[K+].[K+]. The catalyst is CN(C=O)C. The product is [CH:1]1([CH2:4][C:5]2[C:6]([C:11]3[CH:16]=[CH:15][N:14]=[C:13]([NH:17][C:18]4[CH:23]=[CH:22][N:21]=[CH:20][CH:19]=4)[N:12]=3)=[CH:7][N:26]=[C:27]([NH2:29])[N:28]=2)[CH2:3][CH2:2]1. The yield is 0.313. (6) The reactants are Cl[C:2]1[N:7]=[C:6]([Cl:8])[N:5]=[C:4]([N:9]2[CH2:14][CH2:13][O:12][CH2:11][CH2:10]2)[N:3]=1.C([Sn](CCCC)(CCCC)[CH:20]1[CH2:25][CH2:24][CH:23]=[CH:22][O:21]1)CCC. The catalyst is O1CCOCC1.Cl[Pd](Cl)([P](C1C=CC=CC=1)(C1C=CC=CC=1)C1C=CC=CC=1)[P](C1C=CC=CC=1)(C1C=CC=CC=1)C1C=CC=CC=1. The product is [Cl:8][C:6]1[N:7]=[C:2]([C:24]2[CH2:23][CH2:22][O:21][CH2:20][CH:25]=2)[N:3]=[C:4]([N:9]2[CH2:14][CH2:13][O:12][CH2:11][CH2:10]2)[N:5]=1. The yield is 0.470. (7) The reactants are [CH2:1]1[CH2:6][C@H:5]([C:7]([OH:9])=[O:8])[CH2:4][CH2:3][C@H:2]1[CH2:10][NH2:11].[CH3:12][CH:13]([CH3:30])[CH2:14][C:15]([O:17][CH2:18][O:19][C:20](ON1C(=O)CCC1=O)=[O:21])=[O:16]. The catalyst is CC(OC)(C)C.CC(C)=O.O. The product is [CH3:12][CH:13]([CH3:30])[CH2:14][C:15]([O:17][CH2:18][O:19][C:20]([NH:11][CH2:10][C@H:2]1[CH2:3][CH2:4][C@H:5]([C:7]([OH:9])=[O:8])[CH2:6][CH2:1]1)=[O:21])=[O:16]. The yield is 0.490. (8) The reactants are [CH:1]1[C:11]2[CH:10]=[CH:9][C:8]3[CH:12]=[CH:13][CH:14]=[CH:15][C:7]=3[NH:6][C:5]=2[CH:4]=[CH:3][CH:2]=1.S([O-])([O-])(=O)=O.[CH2:21]([N+:25](CCCC)(CCCC)CCCC)[CH2:22]CC.C([N+](CCCC)(CCCC)CCCC)CCC.BrCC#N.[OH-].[Na+]. The catalyst is C(Cl)Cl.O. The product is [CH:1]1[C:11]2[CH:10]=[CH:9][C:8]3[CH:12]=[CH:13][CH:14]=[CH:15][C:7]=3[N:6]([CH2:22][C:21]#[N:25])[C:5]=2[CH:4]=[CH:3][CH:2]=1. The yield is 0.500. (9) The reactants are [Cl:1][C:2]1[C:3]([C:14]2[CH2:19][CH2:18][CH:17]([C:20]([O:22][CH2:23][CH3:24])=[O:21])[CH2:16][CH:15]=2)=[N:4][C:5]2[C:10]([CH:11]=1)=[CH:9][C:8]([O:12][CH3:13])=[CH:7][CH:6]=2. The catalyst is CCO. The product is [Cl:1][C:2]1[C:3]([CH:14]2[CH2:15][CH2:16][CH:17]([C:20]([O:22][CH2:23][CH3:24])=[O:21])[CH2:18][CH2:19]2)=[N:4][C:5]2[C:10]([CH:11]=1)=[CH:9][C:8]([O:12][CH3:13])=[CH:7][CH:6]=2. The yield is 0.260. (10) The reactants are [Br:1][C:2]1[CH:7]=[CH:6][C:5]([CH2:8]Br)=[CH:4][CH:3]=1.[CH3:10][O:11][C:12]1[CH:17]=[CH:16][CH:15]=[CH:14][C:13]=1B(O)O.C([O-])([O-])=O.[Na+].[Na+]. The catalyst is CCO.C1(C)C=CC=CC=1.O.O.C1C=CC([P]([Pd]([P](C2C=CC=CC=2)(C2C=CC=CC=2)C2C=CC=CC=2)([P](C2C=CC=CC=2)(C2C=CC=CC=2)C2C=CC=CC=2)[P](C2C=CC=CC=2)(C2C=CC=CC=2)C2C=CC=CC=2)(C2C=CC=CC=2)C2C=CC=CC=2)=CC=1. The product is [Br:1][C:2]1[CH:7]=[CH:6][C:5]([CH2:8][C:13]2[CH:14]=[CH:15][CH:16]=[CH:17][C:12]=2[O:11][CH3:10])=[CH:4][CH:3]=1. The yield is 0.270.